Dataset: Forward reaction prediction with 1.9M reactions from USPTO patents (1976-2016). Task: Predict the product of the given reaction. (1) Given the reactants Cl.[CH3:2][N:3]1[CH:7]=[N:6][C:5]([CH2:8][N:9]2[C:14]3[CH:15]=[C:16]([C:18]4[CH:23]=[CH:22][CH:21]=[CH:20][CH:19]=4)[S:17][C:13]=3[C:12](=[O:24])[N:11]([CH:25]3[CH2:30][CH2:29][NH:28][CH2:27][CH2:26]3)[C:10]2=[O:31])=[N:4]1.[CH2:32]([O:34][C:35]1[C:44]([O:45][CH3:46])=[CH:43][C:42]2[C:41]([C:47]3[CH:55]=[CH:54][C:50]([C:51](O)=[O:52])=[CH:49][CH:48]=3)=[N:40][C@@H:39]3[CH2:56][CH2:57][S:58][CH2:59][C@@H:38]3[C:37]=2[CH:36]=1)[CH3:33].CN(C(ON1N=NC2C=CC=NC1=2)=[N+](C)C)C.F[P-](F)(F)(F)(F)F.CCN(C(C)C)C(C)C.S(=O)(=O)(O)[O-].[K+], predict the reaction product. The product is: [CH2:32]([O:34][C:35]1[C:44]([O:45][CH3:46])=[CH:43][C:42]2[C:41]([C:47]3[CH:48]=[CH:49][C:50]([C:51]([N:28]4[CH2:29][CH2:30][CH:25]([N:11]5[C:12](=[O:24])[C:13]6[S:17][C:16]([C:18]7[CH:19]=[CH:20][CH:21]=[CH:22][CH:23]=7)=[CH:15][C:14]=6[N:9]([CH2:8][C:5]6[N:6]=[CH:7][N:3]([CH3:2])[N:4]=6)[C:10]5=[O:31])[CH2:26][CH2:27]4)=[O:52])=[CH:54][CH:55]=3)=[N:40][C@@H:39]3[CH2:56][CH2:57][S:58][CH2:59][C@@H:38]3[C:37]=2[CH:36]=1)[CH3:33]. (2) Given the reactants [CH3:1][N:2]1[CH2:7][CH2:6][N:5]([C:8](=[O:26])/[CH:9]=[CH:10]/[C:11]2[CH:16]=[CH:15][C:14](/[CH:17]=[CH:18]/[C:19]([O:21]C(C)(C)C)=[O:20])=[CH:13][CH:12]=2)[CH2:4][CH2:3]1.[C:27]([OH:33])([C:29]([F:32])([F:31])[F:30])=[O:28], predict the reaction product. The product is: [CH3:1][N:2]1[CH2:3][CH2:4][N:5]([C:8](=[O:26])/[CH:9]=[CH:10]/[C:11]2[CH:16]=[CH:15][C:14](/[CH:17]=[CH:18]/[C:19]([OH:21])=[O:20])=[CH:13][CH:12]=2)[CH2:6][CH2:7]1.[F:30][C:29]([F:32])([F:31])[C:27]([O-:33])=[O:28]. (3) Given the reactants [NH2:1][C:2]1[C:3]2[N:4]([C:8]([CH2:26][NH2:27])=[N:9][C:10]=2[C:11]2[CH:25]=[CH:24][C:14]([C:15]([NH:17][C:18]3[CH:23]=[CH:22][CH:21]=[CH:20][N:19]=3)=[O:16])=[CH:13][CH:12]=2)[CH:5]=[CH:6][N:7]=1.[C:28](Cl)(=[O:31])[CH:29]=[CH2:30], predict the reaction product. The product is: [C:28]([NH:27][CH2:26][C:8]1[N:4]2[CH:5]=[CH:6][N:7]=[C:2]([NH2:1])[C:3]2=[C:10]([C:11]2[CH:25]=[CH:24][C:14]([C:15]([NH:17][C:18]3[CH:23]=[CH:22][CH:21]=[CH:20][N:19]=3)=[O:16])=[CH:13][CH:12]=2)[N:9]=1)(=[O:31])[CH:29]=[CH2:30]. (4) Given the reactants [Br:1][C:2]1[CH:3]=[CH:4][C:5]([SH:11])=[C:6]([CH:10]=1)[C:7]([OH:9])=O.[C:12]([C:14]1[CH:19]=[CH:18][CH:17]=[CH:16][N:15]=1)#[N:13], predict the reaction product. The product is: [Br:1][C:2]1[CH:3]=[CH:4][C:5]2[S:11][C:12]([C:14]3[CH:19]=[CH:18][CH:17]=[CH:16][N:15]=3)=[N:13][C:7](=[O:9])[C:6]=2[CH:10]=1. (5) Given the reactants C[O:2][C:3]([C:5]1[C:6]([C:11]2[CH:16]=[CH:15][C:14]([O:17][C:18]([F:21])([F:20])[F:19])=[CH:13][CH:12]=2)=[N:7][O:8][C:9]=1[CH3:10])=[O:4].[OH-].[Na+], predict the reaction product. The product is: [CH3:10][C:9]1[O:8][N:7]=[C:6]([C:11]2[CH:16]=[CH:15][C:14]([O:17][C:18]([F:21])([F:19])[F:20])=[CH:13][CH:12]=2)[C:5]=1[C:3]([OH:4])=[O:2].